The task is: Predict the reactants needed to synthesize the given product.. This data is from Full USPTO retrosynthesis dataset with 1.9M reactions from patents (1976-2016). (1) Given the product [F:17][C:18]([CH3:32])([CH3:31])[CH2:19][CH:20]([NH2:23])[CH2:21][O:22][C:2]1[CH:3]=[CH:4][C:5]2[C:15]3[C:10](=[CH:11][N:12]=[CH:13][CH:14]=3)[CH:9]([CH3:16])[O:8][C:6]=2[CH:7]=1, predict the reactants needed to synthesize it. The reactants are: Cl[C:2]1[CH:3]=[CH:4][C:5]2[C:15]3[C:10](=[CH:11][N:12]=[CH:13][CH:14]=3)[CH:9]([CH3:16])[O:8][C:6]=2[CH:7]=1.[F:17][C:18]([CH3:32])([CH3:31])[CH2:19][CH:20]([NH:23]C(=O)OC(C)(C)C)[CH2:21][OH:22]. (2) Given the product [C:1]([C:3]1[CH:4]=[CH:5][C:6]([O:7][CH2:8][C@@H:9]2[CH2:11][N:10]2[C:12]([O:14][C:15]([CH3:16])([CH3:17])[CH3:18])=[O:13])=[CH:19][CH:20]=1)#[N:2], predict the reactants needed to synthesize it. The reactants are: [C:1]([C:3]1[CH:20]=[CH:19][C:6]([O:7][CH2:8][CH:9]2[CH2:11][N:10]2[C:12]([O:14][C:15]([CH3:18])([CH3:17])[CH3:16])=[O:13])=[CH:5][CH:4]=1)#[N:2].C([C@H]1OC1)Cl.